Task: Predict the product of the given reaction.. Dataset: Forward reaction prediction with 1.9M reactions from USPTO patents (1976-2016) (1) Given the reactants [Br:1][C:2]1[CH:3]=[C:4]2[C:8](=[CH:9][CH:10]=1)[C@H:7](O)[CH2:6][CH2:5]2.[CH2:12]([C:19]1[N:24]=[C:23]2[NH:25][C:26]([CH2:28][CH3:29])=[N:27][C:22]2=[C:21]([CH3:30])[CH:20]=1)[C:13]1[CH:18]=[CH:17][CH:16]=[CH:15][CH:14]=1.C(C1C=C(C)N=C2NC(CC)=NC=12)C1C=CC=CC=1.C1C=CC(P(C2C=CC=CC=2)C2C=CC=CC=2)=CC=1.CCOC(/N=N/C(OCC)=O)=O, predict the reaction product. The product is: [CH2:12]([C:19]1[N:24]=[C:23]2[N:25]([C@@H:7]3[C:8]4[C:4](=[CH:3][C:2]([Br:1])=[CH:10][CH:9]=4)[CH2:5][CH2:6]3)[C:26]([CH2:28][CH3:29])=[N:27][C:22]2=[C:21]([CH3:30])[CH:20]=1)[C:13]1[CH:14]=[CH:15][CH:16]=[CH:17][CH:18]=1. (2) The product is: [CH2:34]([CH:36]1[C:41]2[CH:42]=[CH:43][S:44][C:40]=2[CH2:39][CH2:38][N:37]1[C:66](=[O:67])[CH2:65][CH2:64][CH2:63][CH:58]1[CH2:59][CH2:60][CH2:61][CH2:62][N:57]1[S:54]([C:50]1[C:51]([CH3:53])=[CH:52][C:47]([O:46][CH3:45])=[CH:48][C:49]=1[CH3:69])(=[O:56])=[O:55])[CH3:35]. Given the reactants C(N(C(C)C)C(C)C)C.O.ON1C2C=CC=CC=2N=N1.Cl.CN(C)CCCN=C=NCC.Cl.[CH2:34]([CH:36]1[C:41]2[CH:42]=[CH:43][S:44][C:40]=2[CH2:39][CH2:38][NH:37]1)[CH3:35].[CH3:45][O:46][C:47]1[CH:52]=[C:51]([CH3:53])[C:50]([S:54]([N:57]2[CH2:62][CH2:61][CH2:60][CH2:59][CH:58]2[CH2:63][CH2:64][CH2:65][C:66](O)=[O:67])(=[O:56])=[O:55])=[C:49]([CH3:69])[CH:48]=1, predict the reaction product. (3) Given the reactants [O:1]([C:8]1[CH:15]=[CH:14][C:11]([CH2:12][NH2:13])=[CH:10][CH:9]=1)[C:2]1[CH:7]=[CH:6][CH:5]=[CH:4][CH:3]=1.Cl[CH2:17][C:18]1[N:19]=[C:20]([C:23]2[CH:31]=[CH:30][C:26]([C:27](Cl)=[O:28])=[CH:25][CH:24]=2)[S:21][CH:22]=1.[F:32][C:33]([F:44])([F:43])[C:34]1[CH:42]=[CH:41][C:37]([C:38](Cl)=[O:39])=[CH:36][CH:35]=1.C[O:46][C:47](=[O:58])[CH2:48][O:49][C:50]1[CH:55]=[CH:54][C:53]([CH2:56][NH2:57])=[CH:52][CH:51]=1, predict the reaction product. The product is: [O:1]([C:8]1[CH:9]=[CH:10][C:11]([CH2:12][NH:13][C:27]([C:26]2[CH:30]=[CH:31][C:23]([C:20]3[S:21][CH:22]=[C:18]([CH2:17][N:57]([CH2:56][C:53]4[CH:54]=[CH:55][C:50]([O:49][CH2:48][C:47]([OH:58])=[O:46])=[CH:51][CH:52]=4)[C:38](=[O:39])[C:37]4[CH:41]=[CH:42][C:34]([C:33]([F:44])([F:43])[F:32])=[CH:35][CH:36]=4)[N:19]=3)=[CH:24][CH:25]=2)=[O:28])=[CH:14][CH:15]=1)[C:2]1[CH:3]=[CH:4][CH:5]=[CH:6][CH:7]=1. (4) Given the reactants [C:1]([N:5]=[C:6]=[S:7])([CH3:4])([CH3:3])[CH3:2].[CH:8]([NH2:11])([CH3:10])[CH3:9].C(N(C(C)C)CC)(C)C, predict the reaction product. The product is: [C:1]([NH:5][C:6]([NH:11][CH:8]([CH3:10])[CH3:9])=[S:7])([CH3:4])([CH3:3])[CH3:2]. (5) Given the reactants [C:1]([C:4]1[S:8][C:7]([N:9]2[CH2:13][CH2:12][NH:11][C:10]2=[O:14])=[N:6][C:5]=1[CH3:15])(=[O:3])[CH3:2].C(=O)([O-])[O-].[K+].[K+].[CH:22]1([CH2:25]Br)[CH2:24][CH2:23]1, predict the reaction product. The product is: [C:1]([C:4]1[S:8][C:7]([N:9]2[CH2:13][CH2:12][N:11]([CH2:25][CH:22]3[CH2:24][CH2:23]3)[C:10]2=[O:14])=[N:6][C:5]=1[CH3:15])(=[O:3])[CH3:2].